From a dataset of Forward reaction prediction with 1.9M reactions from USPTO patents (1976-2016). Predict the product of the given reaction. Given the reactants [C:1]([NH:4][C:5]1[CH:14]=[CH:13][C:8]([S:9](Cl)(=[O:11])=[O:10])=[CH:7][CH:6]=1)(=[O:3])[CH3:2].[CH3:15][C:16]1[CH:17]=[C:18]([CH:20]=[C:21]([CH3:30])[C:22]=1[S:23]([CH2:26][N+:27]([O-:29])=[O:28])(=[O:25])=[O:24])[NH2:19].C(=O)([O-])[O-].[Ca+2].O, predict the reaction product. The product is: [CH3:30][C:21]1[CH:20]=[C:18]([NH:19][S:9]([C:8]2[CH:13]=[CH:14][C:5]([NH:4][C:1](=[O:3])[CH3:2])=[CH:6][CH:7]=2)(=[O:11])=[O:10])[CH:17]=[C:16]([CH3:15])[C:22]=1[S:23]([CH2:26][N+:27]([O-:29])=[O:28])(=[O:25])=[O:24].